This data is from NCI-60 drug combinations with 297,098 pairs across 59 cell lines. The task is: Regression. Given two drug SMILES strings and cell line genomic features, predict the synergy score measuring deviation from expected non-interaction effect. (1) Drug 1: CS(=O)(=O)C1=CC(=C(C=C1)C(=O)NC2=CC(=C(C=C2)Cl)C3=CC=CC=N3)Cl. Drug 2: CC1C(C(CC(O1)OC2CC(CC3=C2C(=C4C(=C3O)C(=O)C5=CC=CC=C5C4=O)O)(C(=O)C)O)N)O. Cell line: HCT116. Synergy scores: CSS=42.9, Synergy_ZIP=-2.30, Synergy_Bliss=-1.99, Synergy_Loewe=-6.39, Synergy_HSA=0.407. (2) Drug 1: CS(=O)(=O)C1=CC(=C(C=C1)C(=O)NC2=CC(=C(C=C2)Cl)C3=CC=CC=N3)Cl. Drug 2: CN(CC1=CN=C2C(=N1)C(=NC(=N2)N)N)C3=CC=C(C=C3)C(=O)NC(CCC(=O)O)C(=O)O. Cell line: SNB-75. Synergy scores: CSS=6.86, Synergy_ZIP=-6.47, Synergy_Bliss=2.33, Synergy_Loewe=-27.1, Synergy_HSA=0.468. (3) Drug 1: COC1=C2C(=CC3=C1OC=C3)C=CC(=O)O2. Drug 2: C1C(C(OC1N2C=NC3=C2NC=NCC3O)CO)O. Cell line: SN12C. Synergy scores: CSS=6.26, Synergy_ZIP=-3.73, Synergy_Bliss=-5.93, Synergy_Loewe=-0.551, Synergy_HSA=-4.75. (4) Drug 1: C1=NC2=C(N=C(N=C2N1C3C(C(C(O3)CO)O)F)Cl)N. Drug 2: CC1=C(C(=CC=C1)Cl)NC(=O)C2=CN=C(S2)NC3=CC(=NC(=N3)C)N4CCN(CC4)CCO. Cell line: HOP-62. Synergy scores: CSS=29.0, Synergy_ZIP=-5.95, Synergy_Bliss=-1.93, Synergy_Loewe=-14.0, Synergy_HSA=-2.35. (5) Drug 1: C1=C(C(=O)NC(=O)N1)N(CCCl)CCCl. Drug 2: C(CN)CNCCSP(=O)(O)O. Cell line: OVCAR-4. Synergy scores: CSS=1.87, Synergy_ZIP=-1.15, Synergy_Bliss=0.596, Synergy_Loewe=-0.0297, Synergy_HSA=0.346.